Task: Predict the reaction yield, written as a fraction of the theoretical maximum amount of product (1.0 means a 100% yield; for example, 0.34 means a 34% yield).. Dataset: Reaction yield outcomes from USPTO patents with 853,638 reactions (1) The reactants are [NH2:1][C:2]1[N:7]=[C:6]([S:8]([NH:11][C:12]([C:14]2[C:15]([N:21]3[CH2:25][C@@H:24]([CH3:26])[CH2:23][C:22]3([CH3:28])[CH3:27])=[N:16][C:17](Cl)=[N:18][CH:19]=2)=[O:13])(=[O:10])=[O:9])[CH:5]=[CH:4][CH:3]=1.C1(P(C2C=CC=CC=2)C2C=CC=CC=2)CCCC1.[F:47][C:48]1[CH:49]=[C:50](B(O)O)[CH:51]=[C:52]([O:54][CH2:55][CH:56]([CH3:58])[CH3:57])[CH:53]=1.C(=O)([O-])[O-].[Na+].[Na+]. The catalyst is Cl[Pd]Cl.[Fe].O1CCOCC1. The product is [NH2:1][C:2]1[N:7]=[C:6]([S:8]([NH:11][C:12]([C:14]2[C:15]([N:21]3[CH2:25][C@@H:24]([CH3:26])[CH2:23][C:22]3([CH3:28])[CH3:27])=[N:16][C:17]([C:50]3[CH:51]=[C:52]([O:54][CH2:55][CH:56]([CH3:57])[CH3:58])[CH:53]=[C:48]([F:47])[CH:49]=3)=[N:18][CH:19]=2)=[O:13])(=[O:10])=[O:9])[CH:5]=[CH:4][CH:3]=1. The yield is 0.150. (2) The reactants are CN(C)[CH:3]=[C:4]([C:13]1[CH:18]=[CH:17][CH:16]=[CH:15][N:14]=1)[C:5]([C:7]1[CH:11]=[CH:10][O:9][C:8]=1[CH3:12])=O.[ClH:20].[N:21]1([C:28](=[NH:30])[NH2:29])[CH2:27][CH2:26][CH2:25][CH2:24][CH2:23][CH2:22]1.CC(C)([O-])C.[K+]. The catalyst is C(O)C.O. The product is [ClH:20].[CH3:12][C:8]1[O:9][CH:10]=[CH:11][C:7]=1[C:5]1[C:4]([C:13]2[CH:18]=[CH:17][CH:16]=[CH:15][N:14]=2)=[CH:3][N:29]=[C:28]([N:21]2[CH2:27][CH2:26][CH2:25][CH2:24][CH2:23][CH2:22]2)[N:30]=1. The yield is 0.230. (3) The reactants are CS(O[CH2:6][CH2:7][CH2:8][CH2:9][N:10]1[C:18](=[O:19])[C:17]2[N:16](CC=C)[C:15]([Cl:23])=[N:14][C:13]=2[N:12]([CH2:24][CH2:25][CH2:26][CH3:27])[C:11]1=[O:28])(=O)=O.C([O-])([O-])=O.[Cs+].[Cs+].[C:35]1([N:41]2[C:45](=[O:46])[N:44]=[N:43][NH:42]2)[CH:40]=[CH:39][CH:38]=[CH:37][CH:36]=1.N1CCOCC1. The catalyst is C1C=CC([P]([Pd]([P](C2C=CC=CC=2)(C2C=CC=CC=2)C2C=CC=CC=2)([P](C2C=CC=CC=2)(C2C=CC=CC=2)C2C=CC=CC=2)[P](C2C=CC=CC=2)(C2C=CC=CC=2)C2C=CC=CC=2)(C2C=CC=CC=2)C2C=CC=CC=2)=CC=1.CO.CN(C=O)C. The product is [CH2:24]([N:12]1[C:13]2[N:14]=[C:15]([Cl:23])[NH:16][C:17]=2[C:18](=[O:19])[N:10]([CH2:9][CH2:8][CH2:7][CH2:6][N:44]2[C:45](=[O:46])[N:41]([C:35]3[CH:40]=[CH:39][CH:38]=[CH:37][CH:36]=3)[N:42]=[N:43]2)[C:11]1=[O:28])[CH2:25][CH2:26][CH3:27]. The yield is 0.510. (4) The reactants are Cl[C:2]1[C:3]2[C:10]([I:11])=[CH:9][N:8]([C@@H:12]3[O:34][C@H:33]([CH2:35][O:36]C(=O)C4C=CC=CC=4)[C@@H:23]([O:24]C(=O)C4C=CC=CC=4)[C@@:13]3([CH3:45])[O:14]C(=O)C3C=CC=CC=3)[C:4]=2[N:5]=[CH:6][N:7]=1.[NH3:46]. The catalyst is O1CCOCC1. The product is [NH2:46][C:2]1[C:3]2[C:10]([I:11])=[CH:9][N:8]([C@@H:12]3[O:34][C@H:33]([CH2:35][OH:36])[C@@H:23]([OH:24])[C@@:13]3([CH3:45])[OH:14])[C:4]=2[N:5]=[CH:6][N:7]=1. The yield is 0.690. (5) The reactants are C(N(CC)CC)C.[C:8]([CH2:10][C:11]([C:13]1[CH:22]=[CH:21][C:16]([C:17]([O:19][CH3:20])=[O:18])=[CH:15][CH:14]=1)=[O:12])#[N:9].[S:23]1CC(O)S[CH2:25][CH:24]1O.O. The catalyst is CN(C)C=O.C(O)(=O)C.C(OCC)(=O)C. The product is [NH2:9][C:8]1[S:23][CH:24]=[CH:25][C:10]=1[C:11]([C:13]1[CH:22]=[CH:21][C:16]([C:17]([O:19][CH3:20])=[O:18])=[CH:15][CH:14]=1)=[O:12]. The yield is 0.590. (6) The reactants are [CH3:1][O:2][C:3]1[CH:4]=[C:5]([C:11]([C:15]2[CH:20]=[CH:19][CH:18]=[C:17]([N+:21]([O-])=O)[CH:16]=2)=[CH:12][C:13]#[N:14])[CH:6]=[CH:7][C:8]=1[O:9][CH3:10].[H][H]. The catalyst is C(OCC)(=O)C.[Pd]. The product is [NH2:21][C:17]1[CH:16]=[C:15]([C:11]([C:5]2[CH:6]=[CH:7][C:8]([O:9][CH3:10])=[C:3]([O:2][CH3:1])[CH:4]=2)=[CH:12][C:13]#[N:14])[CH:20]=[CH:19][CH:18]=1. The yield is 0.560. (7) The reactants are [CH3:1][O:2][C:3]1[CH:16]=[CH:15][C:6]([CH2:7][N:8]2[C:12]([CH2:13]O)=[N:11][CH:10]=[N:9]2)=[CH:5][CH:4]=1.[CH2:17]([N:19](CC)CC)C.CS(Cl)(=O)=O. The catalyst is ClCCl. The product is [CH3:1][O:2][C:3]1[CH:16]=[CH:15][C:6]([CH2:7][N:8]2[C:12]([CH2:13][NH:19][CH3:17])=[N:11][CH:10]=[N:9]2)=[CH:5][CH:4]=1. The yield is 0.830. (8) The reactants are I[C:2]1[CH:7]=[CH:6][C:5]([N:8]2[CH2:13][CH2:12][CH:11]=[C:10]([N:14]3[CH2:19][CH2:18][O:17][CH2:16][CH2:15]3)[C:9]2=[O:20])=[CH:4][CH:3]=1.[NH:21]1[CH2:26][CH2:25][CH2:24][CH2:23][C:22]1=[O:27].C([O-])([O-])=O.[Cs+].[Cs+]. The catalyst is C1(C)C=CC=CC=1.[Cu+]. The product is [N:14]1([C:10]2[C:9](=[O:20])[N:8]([C:5]3[CH:6]=[CH:7][C:2]([N:21]4[CH2:26][CH2:25][CH2:24][CH2:23][C:22]4=[O:27])=[CH:3][CH:4]=3)[CH2:13][CH2:12][CH:11]=2)[CH2:19][CH2:18][O:17][CH2:16][CH2:15]1. The yield is 0.770.